This data is from Experimentally validated miRNA-target interactions with 360,000+ pairs, plus equal number of negative samples. The task is: Binary Classification. Given a miRNA mature sequence and a target amino acid sequence, predict their likelihood of interaction. (1) The miRNA is hsa-miR-664b-3p with sequence UUCAUUUGCCUCCCAGCCUACA. The protein sequence of the target gene is MQQRGAAGSRGCALFPLLGVLFFQGVYIVFSLEIRADAHVRGYVGEKIKLKCTFKSTSDVTDKLTIDWTYRPPSSSHTVSIFHYQSFQYPTTAGTFRDRISWVGNVYKGDASISISNPTIKDNGTFSCAVKNPPDVHHNIPMTELTVTERGFGTMLSSVALLSILVFVPSAVVVALLLVRMGRKAAGLKKRSRSGYKKSSIEVSDDTDQEEEEACMARLCVRCAECLDSDYEETY. Result: 1 (interaction). (2) The miRNA is hsa-miR-3157-3p with sequence CUGCCCUAGUCUAGCUGAAGCU. The protein sequence of the target gene is MSIMDHSPTTGVVTVIVILIAIAALGALILGCWCYLRLQRISQSEDEESIVGDGETKEPFLLVQYSAKGPCVERKAKLMTPNGPEVHG. Result: 0 (no interaction). (3) The miRNA is hsa-miR-4756-3p with sequence CCAGAGAUGGUUGCCUUCCUAU. The protein sequence of the target gene is MEGTHCTLQLHNPIAELCYISFYLPKGEVRGFSYKGTVTLDRSNNAFHNCYQVREGPDITSLSQQPNEHPGDIFFKQTPTKNILTELYKLTAEKERLLDSLLRSDNILGVSMGSQEGKLQELSVILATGDEYFQSAGNWRRELPVSSLIRRSTQENKKPRRSGRRRESPEELRQKRTRRKGRGCQESAFQMGKDQVCSSSSLSFRARPNLRLLEERGNLVPRGTLTSSLRRRESCPANILRTPDADLAFGNSGRTSEDTDLEGPLSPDSSPTEVGDADVGGQLKSSHQQEPPQPNVSESH.... Result: 0 (no interaction). (4) The miRNA is dme-miR-14-3p with sequence UCAGUCUUUUUCUCUCUCCUAU. The protein sequence of the target gene is MNLLLLLAVLCLGTALATPKFDQTFSAEWHQWKSTHRRLYGTNEEEWRRAIWEKNMRMIQLHNGEYSNGQHGFSMEMNAFGDMTNEEFRQVVNGYRHQKHKKGRLFQEPLMLKIPKSVDWREKGCVTPVKNQGQCGSCWAFSASGCLEGQMFLKTGKLISLSEQNLVDCSHAQGNQGCNGGLMDFAFQYIKENGGLDSEESYPYEAKDGSCKYRAEFAVANDTGFVDIPQQEKALMKAVATVGPISVAMDASHPSLQFYSSGIYYEPNCSSKNLDHGVLLVGYGYEGTDSNKNKYWLVKN.... Result: 0 (no interaction). (5) The miRNA is hsa-miR-2114-5p with sequence UAGUCCCUUCCUUGAAGCGGUC. The protein sequence of the target gene is MQFGELLAAVRKAQANVMLFLEEKEQAALSQANGIKAHLEYRSAEMEKSKQELETMAAISNTVQFLEEYCKFKNTEDITFPSVYIGLKDKLSGIRKVITESTVHLIQLLENYKKKLQEFSKEEEYDIRTQVSAIVQRKYWTSKPEPSTREQFLQYVHDITFDPDTAHKYLRLQEENRKVTNTTPWEHPYPDLPSRFLHWRQVLSQQSLYLHRYYFEVEIFGAGTYVGLTCKGIDQKGEERSSCISGNNFSWSLQWNGKEFTAWYSDMETPLKAGPFWRLGVYIDFPGGILSFYGVEYDSM.... Result: 0 (no interaction). (6) The miRNA is hsa-miR-4778-3p with sequence UCUUCUUCCUUUGCAGAGUUGA. The protein sequence of the target gene is MRSVLRQRILKPKDVAIYSGEVNQVIADLIKRIYLLRSQAEDGETVTNVNDLFFKYSMEGVATILYESRLGCLENSIPQLTVEYIEALELMFSMFKTSMYAGAIPRWLRPFIPKPWREFCRSWDGLFKFSQIHVDNKLRDIQYQMDRGRRVSGGLLTYLFLSQALTLQEIYANVTEMLLAGVDTTSFTLSWTVYLLARHPEVQQTVYREIVKNLGERHVPTAADVPKVPLVRALLKETLRLFPVLPGNGRVTQEDLVIGGYLIPKGTQLALCHYATSYQDENFPRAKEFRPERWLRKGDL.... Result: 0 (no interaction). (7) The miRNA is mmu-miR-15a-5p with sequence UAGCAGCACAUAAUGGUUUGUG. The protein sequence of the target gene is MPEEASLPPAKRFRPGSCPPGRRVVMLLTAGGGGGAGGGRRQTPPLAQPSASPYREALELQRRSLPIFRARGQLLAQLRNLDNAVLIGETGSGKTTQIPQYLYEGGISRQGIIAVTQPRRVAAISLATRVSDEKRTELGKLVGYTVRFEDVTSEDTRIKFLTDGMLLREAISDSLLRKYSCVILDEAHERTIHTDVLFGVVKTAQKRRKELGKLPLKVIVMSATMDVDLFSQYFNRAPVLYLEGRQHPIQIFYTKQPQQDYLHAALVSVFQIHQEAPASQDILVFLTGQEEIEAMSKTCR.... Result: 1 (interaction). (8) The miRNA is hsa-miR-4694-3p with sequence CAAAUGGACAGGAUAACACCU. The protein sequence of the target gene is MWFFARDPVRDFPFELIPEPPEGGLPGPWALHRGRKKATGSPVSIFVYDVKPGAEEQTQVAKAAFKRFKTLRHPNILAYIDGLETEKCLHVVTEAVTPLGIYLKARVEAGGLKELEISWGLHQIVKALSFLVNDCSLIHNNVCMAAVFVDRAGEWKLGGLDYMYSAQGNGGGPPRKGIPELEQYDPPELADSSGRVVREKWSADMWRLGCLIWEVFNGPLPRAAALRNPGKIPKTLVPHYCELVGANPKVRPNPARFLQNCRAPGGFMSNRFVETNLFLEEIQIKEPAEKQKFFQELSKS.... Result: 0 (no interaction). (9) The miRNA is hsa-miR-6846-5p with sequence UGGGGGCUGGAUGGGGUAGAGU. The protein sequence of the target gene is MSIQENISSLQLRSWVSKSQRDLAKSILIGAPGGPAGYLRRASVAQLTQELGTAFFQQQQLPAAMADTFLEHLCLLDIDSEPVAARSTSIIATIGPASRSVERLKEMIKAGMNIARLNFSHGSHEYHAESIANVREAVESFAGSPLSYRPVAIALDTKGPEIRTGILQGGPESEVELVKGSQVLVTVDPAFRTRGNANTVWVDYPNIVRVVPVGGRIYIDDGLISLVVQKIGPEGLVTQVENGGVLGSRKGVNLPGAQVDLPGLSEQDVRDLRFGVEHGVDIVFASFVRKASDVAAVRAA.... Result: 0 (no interaction).